Dataset: Forward reaction prediction with 1.9M reactions from USPTO patents (1976-2016). Task: Predict the product of the given reaction. (1) Given the reactants O[CH2:2][C:3]1[CH:12]=[CH:11][CH:10]=[C:9]2[C:4]=1[CH:5]=[CH:6][N:7]=[CH:8]2.CS([Cl:17])(=O)=O.C(N(CC)CC)C, predict the reaction product. The product is: [Cl:17][CH2:2][C:3]1[CH:12]=[CH:11][CH:10]=[C:9]2[C:4]=1[CH:5]=[CH:6][N:7]=[CH:8]2. (2) Given the reactants Br[C:2]1[CH:3]=[CH:4][C:5]2[NH:11][C:10](=[O:12])[CH2:9][O:8][C:7]([CH3:14])([CH3:13])[C:6]=2[CH:15]=1.[Cl:16][C:17]1[CH:18]=[C:19](B(O)O)[CH:20]=[C:21]([Cl:23])[CH:22]=1, predict the reaction product. The product is: [CH3:13][C:7]1([CH3:14])[O:8][CH2:9][C:10](=[O:12])[NH:11][C:5]2[CH:4]=[CH:3][C:2]([C:19]3[CH:18]=[C:17]([Cl:16])[CH:22]=[C:21]([Cl:23])[CH:20]=3)=[CH:15][C:6]1=2. (3) Given the reactants [F:1][C:2]1[CH:3]=[C:4]([CH:11]=[CH:12][C:13]=1[O:14][CH:15]([CH3:17])[CH3:16])[C:5]([O:7]C(C)C)=[O:6].[OH-].[Na+].[Cl-].[NH4+], predict the reaction product. The product is: [F:1][C:2]1[CH:3]=[C:4]([CH:11]=[CH:12][C:13]=1[O:14][CH:15]([CH3:17])[CH3:16])[C:5]([OH:7])=[O:6]. (4) Given the reactants [CH2:1]([O:8][C:9]1[CH:10]=[C:11]([CH:14]=[CH:15][CH:16]=1)[CH2:12][OH:13])[C:2]1[CH:7]=[CH:6][CH:5]=[CH:4][CH:3]=1.C(=O)([O-])O.[Na+].[I:22]Cl, predict the reaction product. The product is: [CH2:1]([O:8][C:9]1[CH:16]=[CH:15][C:14]([I:22])=[C:11]([CH:10]=1)[CH2:12][OH:13])[C:2]1[CH:3]=[CH:4][CH:5]=[CH:6][CH:7]=1. (5) Given the reactants [CH3:1][O:2][C:3]1[CH:18]=[CH:17][C:6]([CH2:7][N:8]2[C:13](=[O:14])[CH:12]=[C:11]([NH:15][CH3:16])[N:10]=[CH:9]2)=[CH:5][CH:4]=1.[CH3:19][CH:20]([C:26]([O:28]CC)=O)[C:21]([O:23]CC)=O, predict the reaction product. The product is: [OH:28][C:26]1[C:12]2[C:13](=[O:14])[N:8]([CH2:7][C:6]3[CH:17]=[CH:18][C:3]([O:2][CH3:1])=[CH:4][CH:5]=3)[CH:9]=[N:10][C:11]=2[N:15]([CH3:16])[C:21](=[O:23])[C:20]=1[CH3:19]. (6) Given the reactants [N+:1]([C:4]1[CH:21]=[CH:20][CH:19]=[CH:18][C:5]=1[O:6][C:7]1[N:11]([C:12]2[CH:17]=[CH:16][CH:15]=[CH:14][CH:13]=2)[N:10]=[CH:9][CH:8]=1)([O-])=O, predict the reaction product. The product is: [C:12]1([N:11]2[C:7]([O:6][C:5]3[CH:18]=[CH:19][CH:20]=[CH:21][C:4]=3[NH2:1])=[CH:8][CH:9]=[N:10]2)[CH:13]=[CH:14][CH:15]=[CH:16][CH:17]=1. (7) Given the reactants [CH3:1][N:2]([CH3:13])[CH2:3][CH2:4][O:5][C:6]1[CH:11]=[C:10](N)[CH:9]=[CH:8][N:7]=1.[Br-:14].[Na+].S(=O)(=O)(O)O.N([O-])=O.[Na+].[OH-].[Na+], predict the reaction product. The product is: [Br:14][C:10]1[CH:9]=[CH:8][N:7]=[C:6]([O:5][CH2:4][CH2:3][N:2]([CH3:13])[CH3:1])[CH:11]=1. (8) Given the reactants [Cl:1][C:2]1[CH:3]=[C:4]([C@@H:8]2[C@@H:13]([C:14]3[CH:19]=[CH:18][C:17]([Cl:20])=[CH:16][CH:15]=3)[N:12]([C@@H:21]([CH2:24][CH3:25])[CH2:22][OH:23])[C:11](=[O:26])[CH2:10][CH2:9]2)[CH:5]=[CH:6][CH:7]=1.N1C=CN=C1.[Si:32](Cl)([C:45]([CH3:48])([CH3:47])[CH3:46])([C:39]1[CH:44]=[CH:43][CH:42]=[CH:41][CH:40]=1)[C:33]1[CH:38]=[CH:37][CH:36]=[CH:35][CH:34]=1, predict the reaction product. The product is: [Si:32]([O:23][CH2:22][C@@H:21]([N:12]1[C@H:13]([C:14]2[CH:19]=[CH:18][C:17]([Cl:20])=[CH:16][CH:15]=2)[C@@H:8]([C:4]2[CH:5]=[CH:6][CH:7]=[C:2]([Cl:1])[CH:3]=2)[CH2:9][CH2:10][C:11]1=[O:26])[CH2:24][CH3:25])([C:45]([CH3:48])([CH3:47])[CH3:46])([C:39]1[CH:40]=[CH:41][CH:42]=[CH:43][CH:44]=1)[C:33]1[CH:38]=[CH:37][CH:36]=[CH:35][CH:34]=1. (9) Given the reactants Cl[C:2]1[N:7]=[CH:6][C:5]([C:8](=[O:10])[CH3:9])=[CH:4][CH:3]=1.[NH:11]1[CH:15]=[CH:14][N:13]=[CH:12]1, predict the reaction product. The product is: [N:11]1([C:2]2[N:7]=[CH:6][C:5]([C:8](=[O:10])[CH3:9])=[CH:4][CH:3]=2)[CH:15]=[CH:14][N:13]=[CH:12]1.